Task: Regression/Classification. Given a drug SMILES string, predict its toxicity properties. Task type varies by dataset: regression for continuous values (e.g., LD50, hERG inhibition percentage) or binary classification for toxic/non-toxic outcomes (e.g., AMES mutagenicity, cardiotoxicity, hepatotoxicity). Dataset: herg.. Dataset: hERG channel blocking data for cardiac toxicity assessment (1) The compound is Cc1cc2c(s1)=Nc1ccccc1NC=2N1CCNCC1. The result is 1 (blocker). (2) The compound is Nc1nnc(-c2cccc(Cl)c2Cl)c(N)n1. The result is 0 (non-blocker). (3) The result is 0 (non-blocker). The drug is CC(C)CN1C[C@H]2CN(C(C)C)C[C@@H](C1)C21CCCCC1.CNCC[C@@H](Oc1ccccc1C)c1ccccc1.